This data is from Catalyst prediction with 721,799 reactions and 888 catalyst types from USPTO. The task is: Predict which catalyst facilitates the given reaction. (1) Reactant: [Br:1][C:2]1[C:7]([CH:8]=O)=[CH:6][CH:5]=[CH:4][N:3]=1.[NH2:10][C:11]1[CH:16]=[CH:15][CH:14]=[CH:13][C:12]=1[SH:17].C([O-])(=O)C.[Pb+4].C([O-])(=O)C.C([O-])(=O)C.C([O-])(=O)C.O. Product: [Br:1][C:2]1[C:7]([C:8]2[S:17][C:12]3[CH:13]=[CH:14][CH:15]=[CH:16][C:11]=3[N:10]=2)=[CH:6][CH:5]=[CH:4][N:3]=1. The catalyst class is: 15. (2) Reactant: [CH3:1][C:2]([C:6]1[CH:11]=[CH:10][C:9]([C:12]2[O:16][CH:15]=[N:14][C:13]=2[CH3:17])=[CH:8][CH:7]=1)([CH3:5])[C:3]#[N:4].[Li+].C[Si]([N-][Si](C)(C)C)(C)C.[Cl:28]C(Cl)(Cl)C(Cl)(Cl)Cl. Product: [Cl:28][C:15]1[O:16][C:12]([C:9]2[CH:8]=[CH:7][C:6]([C:2]([CH3:1])([CH3:5])[C:3]#[N:4])=[CH:11][CH:10]=2)=[C:13]([CH3:17])[N:14]=1. The catalyst class is: 1. (3) Product: [OH:30][C@@H:16]1[CH2:15][C@H:14]([OH:31])[C@H:13]([CH2:12]/[CH:11]=[CH:10]\[CH2:9][CH2:8][CH2:7][C:5]([O:4][C:2]2[CH:1]=[CH:48][C:36]([C:37]([O:39][CH2:40][CH:41]([CH2:45][C:46]#[CH:47])[CH2:42][C:43]#[CH:44])=[O:38])=[CH:35][CH:3]=2)=[O:6])[C@H:17]1[CH2:18][CH2:19][C@@H:20]([OH:29])[CH2:21][CH2:22][C:23]1[CH:24]=[CH:25][CH:26]=[CH:27][CH:28]=1. The catalyst class is: 2. Reactant: [CH3:1][CH:2]([O:4][C:5]([CH2:7][CH2:8][CH2:9]/[CH:10]=[CH:11]\[CH2:12][C@@H:13]1[C@@H:17]([CH2:18][CH2:19][C@@H:20]([OH:29])[CH2:21][CH2:22][C:23]2[CH:28]=[CH:27][CH:26]=[CH:25][CH:24]=2)[C@H:16]([OH:30])[CH2:15][C@@H:14]1[OH:31])=[O:6])[CH3:3].OC1C=[CH:48][C:36]([C:37]([O:39][CH2:40][CH:41]([CH2:45][C:46]#[CH:47])[CH2:42][C:43]#[CH:44])=[O:38])=[CH:35]C=1.CN(C(ON1N=NC2C=CC=CC1=2)=[N+](C)C)C.F[P-](F)(F)(F)(F)F.CCN(CC)CC.